Dataset: Reaction yield outcomes from USPTO patents with 853,638 reactions. Task: Predict the reaction yield, written as a fraction of the theoretical maximum amount of product (1.0 means a 100% yield; for example, 0.34 means a 34% yield). The reactants are B(C1CCCCC1)C1CCCCC1.[CH3:14][C:15]([CH3:19])([CH3:18])[C:16]#[CH:17].[Zn](CC)CC.[F:25][C:26]1[CH:33]=[CH:32][C:29]([CH:30]=[O:31])=[CH:28][CH:27]=1. No catalyst specified. The product is [F:25][C:26]1[CH:33]=[CH:32][C:29]([C@@H:30]([OH:31])[CH:17]=[CH:16][C:15]([CH3:19])([CH3:18])[CH3:14])=[CH:28][CH:27]=1. The yield is 0.820.